From a dataset of Catalyst prediction with 721,799 reactions and 888 catalyst types from USPTO. Predict which catalyst facilitates the given reaction. (1) Reactant: [C:1]([C:5]1N=C(N2CCC(F)(F)C2)[C:8]2[C:9](=[N:11][N:12](CC)[N:13]=2)[N:10]=1)([CH3:4])(C)C.[C:23]([C:27]1[N:28]=[C:29]([N:36]2[CH2:40][CH2:39][C@H:38]([O:41]C(=O)C(F)(F)F)[C@@H:37]2[CH2:48][O:49]C(=O)C(F)(F)F)[C:30]2[N:35]=[N:34][NH:33][C:31]=2[N:32]=1)([CH3:26])([CH3:25])[CH3:24].ClCC1N(C2CC2)N=NN=1. Product: [C:23]([C:27]1[N:28]=[C:29]([N:36]2[CH2:40][CH2:39][C@H:38]([OH:41])[C@@H:37]2[CH2:48][OH:49])[C:30]2[C:31](=[N:33][N:34]([CH2:8][C:9]3[N:10]([CH:5]4[CH2:1][CH2:4]4)[N:13]=[N:12][N:11]=3)[N:35]=2)[N:32]=1)([CH3:24])([CH3:25])[CH3:26]. The catalyst class is: 5. (2) Reactant: Br[C:2]1[C:7]([O:8][CH2:9][CH:10]([NH2:19])[C:11]2[C:16]([F:17])=[CH:15][CH:14]=[CH:13][C:12]=2[F:18])=[CH:6][CH:5]=[CH:4][N:3]=1.CC1(C)C2C(=C(P(C3C=CC=CC=3)C3C=CC=CC=3)C=CC=2)OC2C(P(C3C=CC=CC=3)C3C=CC=CC=3)=CC=CC1=2.C([O-])([O-])=O.[Cs+].[Cs+].CCOC(C)=O.CCCCCC. Product: [F:18][C:12]1[CH:13]=[CH:14][CH:15]=[C:16]([F:17])[C:11]=1[CH:10]1[CH2:9][O:8][C:7]2[CH:6]=[CH:5][CH:4]=[N:3][C:2]=2[NH:19]1. The catalyst class is: 62. (3) Reactant: [CH2:1]([O:8][C:9]1[CH:14]=[CH:13][C:12]([N:15]([CH2:26][C@H:27]([OH:29])[CH3:28])[C:16]([C:18]2[C:19]([Cl:25])=[N:20][CH:21]=[N:22][C:23]=2Cl)=[O:17])=[CH:11][CH:10]=1)[C:2]1[CH:7]=[CH:6][CH:5]=[CH:4][CH:3]=1.C(=O)([O-])[O-].[K+].[K+]. Product: [CH2:1]([O:8][C:9]1[CH:10]=[CH:11][C:12]([N:15]2[C:16](=[O:17])[C:18]3[C:19]([Cl:25])=[N:20][CH:21]=[N:22][C:23]=3[O:29][C@H:27]([CH3:28])[CH2:26]2)=[CH:13][CH:14]=1)[C:2]1[CH:3]=[CH:4][CH:5]=[CH:6][CH:7]=1. The catalyst class is: 10. (4) Reactant: [NH2:1][C:2]1[CH:24]=[CH:23][C:5]([CH2:6][C:7]2[N:17]([CH2:18][C:19]([CH3:22])([CH3:21])[CH3:20])[C:10]3[N:11]=[C:12]([C:15]#[N:16])[N:13]=[CH:14][C:9]=3[CH:8]=2)=[CH:4][CH:3]=1.C(N(CC)CC)C.[CH2:32]([S:36](Cl)(=[O:38])=[O:37])[CH2:33][CH2:34][CH3:35]. Product: [C:15]([C:12]1[N:13]=[CH:14][C:9]2[CH:8]=[C:7]([CH2:6][C:5]3[CH:4]=[CH:3][C:2]([NH:1][S:36]([CH2:32][CH2:33][CH2:34][CH3:35])(=[O:38])=[O:37])=[CH:24][CH:23]=3)[N:17]([CH2:18][C:19]([CH3:21])([CH3:20])[CH3:22])[C:10]=2[N:11]=1)#[N:16]. The catalyst class is: 2. (5) Reactant: [Br:1][C:2]1[N:7]=[CH:6][C:5]([CH2:8][C@H:9]([NH:13][C:14]([O:16][C:17]([CH3:20])([CH3:19])[CH3:18])=[O:15])[C:10](O)=[O:11])=[CH:4][CH:3]=1.C([N:23]1CCOCC1)C.CN(C(ON1N=NC2C=CC=CC1=2)=[N+](C)C)C.[B-](F)(F)(F)F.N. Product: [NH2:23][C:10](=[O:11])[C@@H:9]([NH:13][C:14](=[O:15])[O:16][C:17]([CH3:20])([CH3:19])[CH3:18])[CH2:8][C:5]1[CH:6]=[N:7][C:2]([Br:1])=[CH:3][CH:4]=1. The catalyst class is: 39. (6) Reactant: C1(CCCCC(O)=O)C=CC=CC=1.I[N:15]1[C:21]([CH3:23])([CH3:22])[C:19](=[O:20])[N:18]([CH3:24])[C:16]1=[O:17].[O-]S([O-])=O.[Na+].[Na+]. Product: [CH3:24][N:18]1[C:19](=[O:20])[C:21]([CH3:23])([CH3:22])[NH:15][C:16]1=[O:17]. The catalyst class is: 244. (7) Reactant: [CH2:1]([O:8][C:9]1[CH:18]=[C:17]2[C:12]([C:13](=[O:24])[C:14]([C:19]([O:21][CH2:22][CH3:23])=[O:20])=[CH:15][NH:16]2)=[CH:11][CH:10]=1)[C:2]1[CH:7]=[CH:6][CH:5]=[CH:4][CH:3]=1.C(=O)([O-])[O-].[K+].[K+].I[CH2:32][CH3:33]. Product: [CH2:1]([O:8][C:9]1[CH:18]=[C:17]2[C:12]([C:13](=[O:24])[C:14]([C:19]([O:21][CH2:22][CH3:23])=[O:20])=[CH:15][N:16]2[CH2:32][CH3:33])=[CH:11][CH:10]=1)[C:2]1[CH:7]=[CH:6][CH:5]=[CH:4][CH:3]=1. The catalyst class is: 3. (8) Reactant: C(Cl)(=O)C(Cl)=O.CS(C)=O.[F:11][C:12]1[CH:17]=[CH:16][C:15]([CH:18]2[CH2:23][CH2:22][CH2:21][CH2:20][CH:19]2[OH:24])=[CH:14][CH:13]=1.C(N(CC)CC)C. Product: [F:11][C:12]1[CH:13]=[CH:14][C:15]([CH:18]2[CH2:23][CH2:22][CH2:21][CH2:20][C:19]2=[O:24])=[CH:16][CH:17]=1. The catalyst class is: 4. (9) Reactant: [C:1]([O:5][C:6]([NH:8][C:9]1[S:10][CH:11]=[C:12](/[C:14](=[N:38]/[O:39][C:40]([CH3:49])([CH3:48])[C:41]([O:43][C:44]([CH3:47])([CH3:46])[CH3:45])=[O:42])/[C:15]([NH:17][C@@H:18]2[C:21](=[O:22])[NH:20][C@@H:19]2[CH2:23][NH:24][CH2:25][C@H:26]([OH:37])[CH2:27][O:28][CH2:29][O:30][CH2:31][CH2:32][Si:33]([CH3:36])([CH3:35])[CH3:34])=[O:16])[N:13]=1)=[O:7])([CH3:4])([CH3:3])[CH3:2].C1N=CN([C:55](N2C=NC=C2)=[O:56])C=1. Product: [C:1]([O:5][C:6]([NH:8][C:9]1[S:10][CH:11]=[C:12](/[C:14](=[N:38]/[O:39][C:40]([CH3:49])([CH3:48])[C:41]([O:43][C:44]([CH3:47])([CH3:46])[CH3:45])=[O:42])/[C:15](=[O:16])[NH:17][C@H:18]2[C@@H:19]([CH2:23][N:24]3[CH2:25][C@@H:26]([CH2:27][O:28][CH2:29][O:30][CH2:31][CH2:32][Si:33]([CH3:34])([CH3:36])[CH3:35])[O:37][C:55]3=[O:56])[NH:20][C:21]2=[O:22])[N:13]=1)=[O:7])([CH3:4])([CH3:3])[CH3:2]. The catalyst class is: 2. (10) Reactant: [CH2:1]([C:8]1(O)[CH2:20][CH2:19][C:11]2(OCC(C)(C)C[O:12]2)[CH2:10][CH2:9]1)[C:2]1[CH:7]=[CH:6][CH:5]=[CH:4][CH:3]=1.O.C1(C)C=CC(S(O)(=O)=O)=CC=1. Product: [CH2:1]([CH:8]1[CH2:20][CH2:19][C:11](=[O:12])[CH2:10][CH2:9]1)[C:2]1[CH:7]=[CH:6][CH:5]=[CH:4][CH:3]=1. The catalyst class is: 11.